From a dataset of Retrosynthesis with 50K atom-mapped reactions and 10 reaction types from USPTO. Predict the reactants needed to synthesize the given product. Given the product Cc1ccc(S(=O)(=O)Oc2ccc(F)cc2Cl)cc1, predict the reactants needed to synthesize it. The reactants are: Cc1ccc(S(=O)(=O)Cl)cc1.Oc1ccc(F)cc1Cl.